Dataset: Reaction yield outcomes from USPTO patents with 853,638 reactions. Task: Predict the reaction yield, written as a fraction of the theoretical maximum amount of product (1.0 means a 100% yield; for example, 0.34 means a 34% yield). (1) The reactants are C(N(CC)CC)C.Cl[C:9]([O:11][CH3:12])=[O:10].Cl.[C:14]([NH:18][C:19]([C:21]1[CH:25]=[C:24]([C:26]2[CH:31]=[CH:30][C:29]([CH2:32][NH2:33])=[CH:28][N:27]=2)[N:23]([C:34]2[CH:35]=[N:36][CH:37]=[CH:38][CH:39]=2)[N:22]=1)=[O:20])([CH3:17])([CH3:16])[CH3:15].O. The catalyst is ClCCl. The product is [C:14]([NH:18][C:19]([C:21]1[CH:25]=[C:24]([C:26]2[N:27]=[CH:28][C:29]([CH2:32][NH:33][C:9](=[O:10])[O:11][CH3:12])=[CH:30][CH:31]=2)[N:23]([C:34]2[CH:35]=[N:36][CH:37]=[CH:38][CH:39]=2)[N:22]=1)=[O:20])([CH3:17])([CH3:15])[CH3:16]. The yield is 0.850. (2) The reactants are [CH3:1][C:2]1[O:6][N:5]=[C:4]([C:7]2[CH:12]=[CH:11][CH:10]=[CH:9][CH:8]=2)[C:3]=1[CH2:13][O:14][C:15]1[CH:23]=[CH:22][C:18]([C:19]([OH:21])=O)=[CH:17][N:16]=1.Cl.[O:25]1[CH2:30][CH2:29][CH2:28][CH:27]([CH2:31][NH2:32])[CH2:26]1. No catalyst specified. The product is [CH3:1][C:2]1[O:6][N:5]=[C:4]([C:7]2[CH:8]=[CH:9][CH:10]=[CH:11][CH:12]=2)[C:3]=1[CH2:13][O:14][C:15]1[CH:23]=[CH:22][C:18]([C:19]([NH:32][CH2:31][CH:27]2[CH2:28][CH2:29][CH2:30][O:25][CH2:26]2)=[O:21])=[CH:17][N:16]=1. The yield is 0.250. (3) The reactants are C(O[C:4](=[O:19])[CH:5]([C:12]1[CH:17]=[CH:16][C:15]([Cl:18])=[CH:14][CH:13]=1)[CH2:6][CH:7]1[CH2:11][CH2:10][CH2:9][CH2:8]1)C.[CH3:20][NH:21][C:22]([NH2:24])=[O:23].C[O-].[Mg+2].C[O-].CO. No catalyst specified. The product is [Cl:18][C:15]1[CH:14]=[CH:13][C:12]([CH:5]([CH2:6][CH:7]2[CH2:8][CH2:9][CH2:10][CH2:11]2)[C:4]([NH:24][C:22]([NH:21][CH3:20])=[O:23])=[O:19])=[CH:17][CH:16]=1. The yield is 0.0580. (4) The catalyst is O. The reactants are [Cl:1][C:2]1[CH:7]=[C:6]([Cl:8])[CH:5]=[CH:4][C:3]=1[C:9]1[C:13]([CH:14]=O)=[C:12]([OH:16])[N:11]([CH3:17])[N:10]=1.C(=O)(O)[O-].[Na+]. The product is [Cl:1][C:2]1[CH:7]=[C:6]([Cl:8])[CH:5]=[CH:4][C:3]=1[C:9]1[C:13]([CH3:14])=[C:12]([OH:16])[N:11]([CH3:17])[N:10]=1. The yield is 0.680. (5) The reactants are [NH2:1][C:2]1[N:10]=[C:9]([NH2:11])[CH:8]=[CH:7][C:3]=1[C:4]([OH:6])=O.C(N(CC)CC)C.F[P-](F)(F)(F)(F)F.N1(O[P+](N(C)C)(N(C)C)N(C)C)C2C=CC=CC=2N=N1.[CH2:46]([O:53][C:54]1[CH:61]=[CH:60][C:57]([CH2:58][NH2:59])=[CH:56][CH:55]=1)[C:47]1[CH:52]=[CH:51][CH:50]=[CH:49][CH:48]=1.N1C2C(=NC=CC=2)C=C1. The catalyst is CN(C)C=O.[Cl-].[Na+].O. The product is [NH2:1][C:2]1[N:10]=[C:9]([NH2:11])[CH:8]=[CH:7][C:3]=1[C:4]([NH:59][CH2:58][C:57]1[CH:60]=[CH:61][C:54]([O:53][CH2:46][C:47]2[CH:52]=[CH:51][CH:50]=[CH:49][CH:48]=2)=[CH:55][CH:56]=1)=[O:6]. The yield is 0.270.